Dataset: Catalyst prediction with 721,799 reactions and 888 catalyst types from USPTO. Task: Predict which catalyst facilitates the given reaction. Product: [CH3:1][O:2][C:3](=[O:29])[CH:4]([CH2:21][CH2:22][C:23]1[CH:24]=[CH:25][CH:26]=[CH:27][CH:28]=1)[CH:5]([C:6]([N:8]1[CH:12]([CH2:13][C:14]2[CH:15]=[CH:16][CH:17]=[CH:18][CH:19]=2)[CH2:11][O:10][C:9]1=[O:20])=[O:7])[CH2:31][C:32]([O:34][C:35]([CH3:38])([CH3:37])[CH3:36])=[O:33]. Reactant: [CH3:1][O:2][C:3](=[O:29])[CH:4]([CH2:21][CH2:22][C:23]1[CH:28]=[CH:27][CH:26]=[CH:25][CH:24]=1)[CH2:5][C:6]([N:8]1[CH:12]([CH2:13][C:14]2[CH:19]=[CH:18][CH:17]=[CH:16][CH:15]=2)[CH2:11][O:10][C:9]1=[O:20])=[O:7].Br[CH2:31][C:32]([O:34][C:35]([CH3:38])([CH3:37])[CH3:36])=[O:33]. The catalyst class is: 1.